Dataset: Reaction yield outcomes from USPTO patents with 853,638 reactions. Task: Predict the reaction yield, written as a fraction of the theoretical maximum amount of product (1.0 means a 100% yield; for example, 0.34 means a 34% yield). (1) The reactants are [CH2:1]([N:8]1[CH2:12][C@@H:11]([C:13]2[CH:18]=[CH:17][C:16]([Cl:19])=[C:15]([Cl:20])[CH:14]=2)[C@H:10]([NH:21][CH3:22])[CH2:9]1)[C:2]1[CH:7]=[CH:6][CH:5]=[CH:4][CH:3]=1.CCN(CC)CC.[CH3:42][C:41]([O:40][C:38](O[C:38]([O:40][C:41]([CH3:44])([CH3:43])[CH3:42])=[O:39])=[O:39])([CH3:44])[CH3:43]. The catalyst is C(Cl)Cl.CN(C1C=CN=CC=1)C. The product is [C:41]([O:40][C:38](=[O:39])[N:21]([C@H:10]1[C@H:11]([C:13]2[CH:18]=[CH:17][C:16]([Cl:19])=[C:15]([Cl:20])[CH:14]=2)[CH2:12][N:8]([CH2:1][C:2]2[CH:7]=[CH:6][CH:5]=[CH:4][CH:3]=2)[CH2:9]1)[CH3:22])([CH3:42])([CH3:43])[CH3:44]. The yield is 0.750. (2) The reactants are [Br:1][C:2]1[CH:3]=[C:4]([CH:8]=[CH:9][N:10]=1)[C:5]([OH:7])=[O:6].S(Cl)([Cl:13])=O.[CH3:15]O. No catalyst specified. The yield is 0.800. The product is [ClH:13].[Br:1][C:2]1[CH:3]=[C:4]([CH:8]=[CH:9][N:10]=1)[C:5]([O:7][CH3:15])=[O:6]. (3) The reactants are [CH2:1]([S:8][C:9]1[CH:10]=[C:11]2[C:16](=[CH:17][CH:18]=1)[C:15](Cl)=[N:14][CH:13]=[CH:12]2)[C:2]1[CH:7]=[CH:6][CH:5]=[CH:4][CH:3]=1.[Cl:20][C:21]1[CH:26]=[CH:25][C:24](B(O)O)=[C:23]([O:30][CH3:31])[CH:22]=1.P([O-])([O-])([O-])=O.[K+].[K+].[K+].O1CCOCC1. The catalyst is CCOC(C)=O.CCCCCCC.O. The product is [CH2:1]([S:8][C:9]1[CH:10]=[C:11]2[C:16](=[CH:17][CH:18]=1)[C:15]([C:24]1[CH:25]=[CH:26][C:21]([Cl:20])=[CH:22][C:23]=1[O:30][CH3:31])=[N:14][CH:13]=[CH:12]2)[C:2]1[CH:7]=[CH:6][CH:5]=[CH:4][CH:3]=1. The yield is 0.746. (4) The reactants are [Br:1][C:2]1[CH:10]=[CH:9][C:8]([Cl:11])=[CH:7][C:3]=1[C:4]([OH:6])=O.C(Cl)(=O)C(Cl)=O.C(N(CC)CC)C.[NH2:25][C:26]([CH3:30])([CH3:29])[CH2:27]O.Cl.S(Cl)(Cl)=O.C(=O)(O)[O-].[Na+].[OH-].[Na+]. The catalyst is C(Cl)Cl.CN(C)C=O. The product is [Br:1][C:2]1[CH:10]=[CH:9][C:8]([Cl:11])=[CH:7][C:3]=1[C:4]1[O:6][CH2:27][C:26]([CH3:30])([CH3:29])[N:25]=1. The yield is 0.620. (5) The reactants are [CH3:1][C:2]1[N:7]=[C:6]([C:8]([OH:10])=O)[C:5]([C:11]2[N:16]=[CH:15][CH:14]=[CH:13][N:12]=2)=[CH:4][CH:3]=1.CCN(C(C)C)C(C)C.CN(C(ON1N=NC2C=CC=CC1=2)=[N+](C)C)C.[B-](F)(F)(F)F.[CH3:48][C@@H:49]1[CH2:54][NH:53][C@H:52]([CH2:55][NH:56][C:57]2[CH:62]=[CH:61][C:60]([C:63]([F:66])([F:65])[F:64])=[CH:59][N:58]=2)[CH2:51][CH2:50]1. The catalyst is CN(C=O)C. The product is [CH3:48][C@@H:49]1[CH2:54][N:53]([C:8]([C:6]2[C:5]([C:11]3[N:16]=[CH:15][CH:14]=[CH:13][N:12]=3)=[CH:4][CH:3]=[C:2]([CH3:1])[N:7]=2)=[O:10])[C@H:52]([CH2:55][NH:56][C:57]2[CH:62]=[CH:61][C:60]([C:63]([F:66])([F:64])[F:65])=[CH:59][N:58]=2)[CH2:51][CH2:50]1. The yield is 0.426. (6) The reactants are Br[C:2]1[CH:3]=[CH:4][C:5]2[O:14][CH2:13][CH2:12][C:11]3[S:10][C:9]([C:15]4[N:16]([CH:20]([CH3:22])[CH3:21])[N:17]=[CH:18][N:19]=4)=[N:8][C:7]=3[C:6]=2[CH:23]=1.[F:24][C:25]1[N:30]=[CH:29][C:28](B(O)O)=[CH:27][CH:26]=1. No catalyst specified. The product is [F:24][C:25]1[N:30]=[CH:29][C:28]([C:2]2[CH:3]=[CH:4][C:5]3[O:14][CH2:13][CH2:12][C:11]4[S:10][C:9]([C:15]5[N:16]([CH:20]([CH3:22])[CH3:21])[N:17]=[CH:18][N:19]=5)=[N:8][C:7]=4[C:6]=3[CH:23]=2)=[CH:27][CH:26]=1. The yield is 0.300. (7) The reactants are C([O:8][CH2:9][CH2:10][C:11]1[N:15]([C:16]2[CH:21]=[CH:20][C:19]([C:22]([NH:24][CH2:25][CH3:26])=[O:23])=[CH:18][CH:17]=2)[N:14]=[N:13][C:12]=1[C:27]([NH:29][CH:30]1[CH2:32][CH2:31]1)=[O:28])C1C=CC=CC=1. The catalyst is CO.C(O)(=O)C.[C].[Pd]. The product is [CH:30]1([NH:29][C:27]([C:12]2[N:13]=[N:14][N:15]([C:16]3[CH:17]=[CH:18][C:19]([C:22]([NH:24][CH2:25][CH3:26])=[O:23])=[CH:20][CH:21]=3)[C:11]=2[CH2:10][CH2:9][OH:8])=[O:28])[CH2:31][CH2:32]1. The yield is 0.822. (8) The reactants are [NH:1]1[CH:6]=[CH:5][CH:4]=NC1=O.C(N(CC)CC)C.C(OC(=O)C)(=O)C.O=[C:23]([CH2:26][CH3:27])[C:24]#[N:25].C([O-])(=O)C.[NH4+].[OH-].[Na+]. The catalyst is C(O)C. The product is [C:24]([C:23]1[C:26]([CH3:27])=[CH:4][CH:5]=[CH:6][N:1]=1)#[N:25]. The yield is 0.671. (9) The reactants are [CH3:1][O:2][C:3]1[CH:11]=[C:10]2[C:6]([CH:7]=[N:8][NH:9]2)=[CH:5][C:4]=1[NH:12][C:13]1[C:14]2[C:21]([C:22]([OH:24])=O)=[CH:20][NH:19][C:15]=2[N:16]=[CH:17][N:18]=1.[CH3:25][N:26]1[CH2:31][CH2:30][NH:29][CH2:28][CH2:27]1.C(P1(=O)OP(=O)(CCC)OP(=O)(CCC)O1)CC.C(N(C(C)C)C(C)C)C.[OH-].[Na+]. The catalyst is O.CN(C)C=O. The yield is 0.210. The product is [CH3:1][O:2][C:3]1[CH:11]=[C:10]2[C:6]([CH:7]=[N:8][NH:9]2)=[CH:5][C:4]=1[NH:12][C:13]1[C:14]2[C:21]([C:22]([N:29]3[CH2:30][CH2:31][N:26]([CH3:25])[CH2:27][CH2:28]3)=[O:24])=[CH:20][NH:19][C:15]=2[N:16]=[CH:17][N:18]=1.